From a dataset of Full USPTO retrosynthesis dataset with 1.9M reactions from patents (1976-2016). Predict the reactants needed to synthesize the given product. (1) Given the product [Cl:48][C:49]1[CH:50]=[C:51]([CH:54]=[C:55]([Cl:57])[CH:56]=1)[CH2:4][NH:5][C:6]([C:8]1[C:9](=[O:20])[NH:10][N:11]=[C:12]([C:14]2[CH:15]=[CH:16][N:17]=[CH:18][CH:19]=2)[CH:13]=1)=[O:7], predict the reactants needed to synthesize it. The reactants are: ClC1C=C(Cl)C=CC=1[CH2:4][NH:5][C:6]([C:8]1[C:9](=[O:20])[NH:10][N:11]=[C:12]([C:14]2[CH:19]=[CH:18][N:17]=[CH:16][CH:15]=2)[CH:13]=1)=[O:7].O=C1C(C(O)=O)=CC(C2C=CN=CC=2)=NN1.C(Cl)(=O)C(Cl)=O.[Cl:48][C:49]1[CH:50]=[C:51]([CH:54]=[C:55]([Cl:57])[CH:56]=1)CN. (2) Given the product [Cl:32][C:33]1[C:34]([F:43])=[C:35]([S:39]([NH:8][C:7]2[CH:6]=[CH:5][C:4]([F:9])=[C:3]([NH:10][C:11]3[C:16]([C:17]4[N:25]=[CH:24][N:23]=[C:22]5[C:18]=4[N:19]=[CH:20][N:21]5[CH:26]4[CH2:31][CH2:30][CH2:29][CH2:28][O:27]4)=[CH:15][CH:14]=[CH:13][N:12]=3)[C:2]=2[F:1])(=[O:41])=[O:40])[CH:36]=[CH:37][CH:38]=1, predict the reactants needed to synthesize it. The reactants are: [F:1][C:2]1[C:7]([NH2:8])=[CH:6][CH:5]=[C:4]([F:9])[C:3]=1[NH:10][C:11]1[C:16]([C:17]2[N:25]=[CH:24][N:23]=[C:22]3[C:18]=2[N:19]=[CH:20][N:21]3[CH:26]2[CH2:31][CH2:30][CH2:29][CH2:28][O:27]2)=[CH:15][CH:14]=[CH:13][N:12]=1.[Cl:32][C:33]1[C:34]([F:43])=[C:35]([S:39](Cl)(=[O:41])=[O:40])[CH:36]=[CH:37][CH:38]=1.N1C=CC=CC=1. (3) Given the product [CH3:8][C:9]1[C:10]([N:15]([CH2:25][O:26][CH2:27][CH2:28][O:29][CH3:30])[S:16]([C:19]2[S:20][C:21]([CH3:24])=[CH:22][CH:23]=2)(=[O:17])=[O:18])=[N:11][O:12][C:13]=1[CH3:14], predict the reactants needed to synthesize it. The reactants are: [H-].[Na+].CN(C)C=O.[CH3:8][C:9]1[C:10]([NH:15][S:16]([C:19]2[S:20][C:21]([CH3:24])=[CH:22][CH:23]=2)(=[O:18])=[O:17])=[N:11][O:12][C:13]=1[CH3:14].[CH3:25][O:26][CH2:27][CH2:28][O:29][CH2:30]Cl. (4) Given the product [C:10]([O:9][C:7]([N:6]1[C:2]([CH3:1])=[CH:3][CH:4]=[N:5]1)=[O:8])([CH3:13])([CH3:12])[CH3:11], predict the reactants needed to synthesize it. The reactants are: [CH3:1][C:2]1[NH:6][N:5]=[CH:4][CH:3]=1.[C:7](O[C:7]([O:9][C:10]([CH3:13])([CH3:12])[CH3:11])=[O:8])([O:9][C:10]([CH3:13])([CH3:12])[CH3:11])=[O:8]. (5) Given the product [ClH:20].[NH2:1][CH2:2][C@@H:3]([OH:22])[C@@H:4]([N:11]1[C:19]2[C:14](=[CH:15][C:16]([Cl:20])=[CH:17][CH:18]=2)[C:13]([CH3:21])=[CH:12]1)[C:5]1[CH:6]=[CH:7][CH:8]=[CH:9][CH:10]=1, predict the reactants needed to synthesize it. The reactants are: [NH2:1][CH2:2][C@@H:3]([OH:22])[C@@H:4]([N:11]1[C:19]2[C:14](=[CH:15][C:16]([Cl:20])=[CH:17][CH:18]=2)[C:13]([CH3:21])=[CH:12]1)[C:5]1[CH:10]=[CH:9][CH:8]=[CH:7][CH:6]=1.ClC1C=C2C(=CC=1)N([C@@H](C1C=CC=CC=1)[C@H](O)CO)C=C2C. (6) Given the product [OH:2][C:3]1[CH:15]=[CH:14][C:6]2[C:7]([C:10]([O:12][CH3:13])=[O:11])=[CH:8][O:9][C:5]=2[CH:4]=1, predict the reactants needed to synthesize it. The reactants are: C[O:2][C:3]1[CH:15]=[CH:14][C:6]2[C:7]([C:10]([O:12][CH3:13])=[O:11])=[CH:8][O:9][C:5]=2[CH:4]=1.B(Br)(Br)Br. (7) Given the product [CH3:17][CH:12]1[N:13]([CH3:16])[CH2:14][CH2:15][N:10]2[N:9]=[C:8]([NH2:3])[CH:18]=[C:11]12, predict the reactants needed to synthesize it. The reactants are: CC1[N:3]([C:8]2[CH:18]=[C:11]3[CH:12]([CH3:17])[N:13]([CH3:16])[CH2:14][CH2:15][N:10]3[N:9]=2)C(C)=CC=1.NO.Cl. (8) Given the product [CH3:38][C:34]1[N:33]=[C:32]([C:2]2[N:7]=[CH:6][C:5]3[CH:8]=[N:9][N:10]([C:11]4[N:16]=[C:15]([C:17]5[CH2:18][CH2:19][N:20]([C:23]([O:25][C:26]([CH3:28])([CH3:29])[CH3:27])=[O:24])[CH2:21][CH:22]=5)[CH:14]=[CH:13][CH:12]=4)[C:4]=3[CH:3]=2)[CH:37]=[N:36][CH:35]=1, predict the reactants needed to synthesize it. The reactants are: Cl[C:2]1[N:7]=[CH:6][C:5]2[CH:8]=[N:9][N:10]([C:11]3[N:16]=[C:15]([C:17]4[CH2:18][CH2:19][N:20]([C:23]([O:25][C:26]([CH3:29])([CH3:28])[CH3:27])=[O:24])[CH2:21][CH:22]=4)[CH:14]=[CH:13][CH:12]=3)[C:4]=2[CH:3]=1.C[Sn](C)(C)[C:32]1[CH:37]=[N:36][CH:35]=[C:34]([CH3:38])[N:33]=1. (9) Given the product [Cl:1][C:26]1[CH:25]=[C:24]([O:27][CH3:28])[C:23]([O:29][CH2:30][CH2:31][CH2:32][O:33][CH3:34])=[CH:22][C:21]=1[CH2:20][N:12]([CH:9]1[CH2:11][CH2:10]1)[C:13](=[O:19])[O:14][C:15]([CH3:17])([CH3:18])[CH3:16], predict the reactants needed to synthesize it. The reactants are: [Cl:1]N1C(=O)CCC1=O.[CH:9]1([N:12]([CH2:20][C:21]2[CH:26]=[CH:25][C:24]([O:27][CH3:28])=[C:23]([O:29][CH2:30][CH2:31][CH2:32][O:33][CH3:34])[CH:22]=2)[C:13](=[O:19])[O:14][C:15]([CH3:18])([CH3:17])[CH3:16])[CH2:11][CH2:10]1. (10) The reactants are: Br[C:2]1[CH:3]=[C:4]2[C:9](=[CH:10][CH:11]=1)[N:8]=[C:7](Cl)[CH:6]=[CH:5]2.C[NH:14]C1C=CC=CC=1. Given the product [NH2:14][C:7]1[CH:6]=[CH:5][C:4]2[C:9](=[CH:10][CH:11]=[CH:2][CH:3]=2)[N:8]=1, predict the reactants needed to synthesize it.